Task: Regression. Given a peptide amino acid sequence and an MHC pseudo amino acid sequence, predict their binding affinity value. This is MHC class I binding data.. Dataset: Peptide-MHC class I binding affinity with 185,985 pairs from IEDB/IMGT (1) The peptide sequence is FKRKGGIGGY. The MHC is HLA-B45:01 with pseudo-sequence HLA-B45:01. The binding affinity (normalized) is 0.108. (2) The MHC is HLA-A02:06 with pseudo-sequence HLA-A02:06. The peptide sequence is AIYDTMQYV. The binding affinity (normalized) is 1.00. (3) The peptide sequence is CPTLKKGFL. The MHC is HLA-A25:01 with pseudo-sequence HLA-A25:01. The binding affinity (normalized) is 0.0847. (4) The peptide sequence is QLTNDKARV. The MHC is HLA-A02:01 with pseudo-sequence HLA-A02:01. The binding affinity (normalized) is 0.381. (5) The peptide sequence is FLKNRFEAL. The MHC is HLA-A02:03 with pseudo-sequence HLA-A02:03. The binding affinity (normalized) is 0.851.